The task is: Binary Classification. Given a T-cell receptor sequence (or CDR3 region) and an epitope sequence, predict whether binding occurs between them.. This data is from TCR-epitope binding with 47,182 pairs between 192 epitopes and 23,139 TCRs. (1) The epitope is RPHERNGFTVL. The TCR CDR3 sequence is CAISLGQGNQPQHF. Result: 0 (the TCR does not bind to the epitope). (2) The epitope is FLKEKGGL. The TCR CDR3 sequence is CASSQEGQGKIGAFF. Result: 0 (the TCR does not bind to the epitope). (3) The epitope is QIKVRVKMV. Result: 0 (the TCR does not bind to the epitope). The TCR CDR3 sequence is CASGLGQNTGELFF. (4) The epitope is HTTDPSFLGRY. The TCR CDR3 sequence is CASSGGATNEKLFF. Result: 1 (the TCR binds to the epitope). (5) The TCR CDR3 sequence is CSASLKADEQFF. The epitope is AMFWSVPTV. Result: 0 (the TCR does not bind to the epitope). (6) The epitope is FIAGLIAIV. The TCR CDR3 sequence is CASSYSRDSSYEQYF. Result: 0 (the TCR does not bind to the epitope).